From a dataset of Reaction yield outcomes from USPTO patents with 853,638 reactions. Predict the reaction yield, written as a fraction of the theoretical maximum amount of product (1.0 means a 100% yield; for example, 0.34 means a 34% yield). (1) The reactants are C([O:8][C:9]1[CH:36]=[CH:35][C:12]([O:13][CH2:14][CH2:15][CH2:16][C:17]2[CH:34]=[CH:33][C:20]([O:21][CH2:22][C:23]3[CH:32]=[CH:31][CH:30]=[CH:29][C:24]=3[C:25]([O:27][CH3:28])=[O:26])=[CH:19][CH:18]=2)=[CH:11][CH:10]=1)C1C=CC=CC=1.CSC.B(F)(F)F.CCOCC.CCOC(C)=O. The catalyst is ClCCl. The product is [OH:8][C:9]1[CH:10]=[CH:11][C:12]([O:13][CH2:14][CH2:15][CH2:16][C:17]2[CH:34]=[CH:33][C:20]([O:21][CH2:22][C:23]3[CH:32]=[CH:31][CH:30]=[CH:29][C:24]=3[C:25]([O:27][CH3:28])=[O:26])=[CH:19][CH:18]=2)=[CH:35][CH:36]=1. The yield is 0.576. (2) The yield is 0.850. The product is [CH3:20][O:13][C:3]1[C:4]2[C:9](=[CH:8][CH:7]=[CH:6][CH:5]=2)[C:10]([O:17][CH3:14])=[CH:11][C:2]=1[CH3:1]. The catalyst is CC(C)=O. The reactants are [CH3:1][C:2]1[CH:11]=[C:10](O)[C:9]2[C:4](=[CH:5][CH:6]=[CH:7][CH:8]=2)[C:3]=1[OH:13].[C:14]([O-:17])([O-])=O.[K+].[K+].[CH3:20]OS(OC)(=O)=O. (3) The reactants are [CH3:1][O:2][C:3]1[N:4]=[C:5]2[C:10](=[CH:11][CH:12]=1)[N:9]=[CH:8][CH:7]=[C:6]2[N:13]1[CH2:18][CH2:17][N:16]([CH2:19][CH2:20][OH:21])[CH2:15][CH2:14]1.Br[CH2:23][C:24]1[N:29]=[CH:28][C:27]2[O:30][CH2:31][CH2:32][O:33][C:26]=2[CH:25]=1. The catalyst is CN(C=O)C. The product is [CH3:1][O:2][C:3]1[N:4]=[C:5]2[C:10](=[CH:11][CH:12]=1)[N:9]=[CH:8][CH:7]=[C:6]2[N:13]1[CH2:14][CH2:15][N:16]([CH2:19][CH2:20][O:21][CH2:23][C:24]2[N:29]=[CH:28][C:27]3[O:30][CH2:31][CH2:32][O:33][C:26]=3[CH:25]=2)[CH2:17][CH2:18]1. The yield is 0.110. (4) The reactants are [F:1][C:2]1[CH:3]=[C:4]([CH:10]=[C:11]([F:13])[CH:12]=1)[CH:5]=[CH:6][C:7]([OH:9])=[O:8]. The catalyst is C1COCC1.[Pd]. The product is [F:1][C:2]1[CH:3]=[C:4]([CH2:5][CH2:6][C:7]([OH:9])=[O:8])[CH:10]=[C:11]([F:13])[CH:12]=1. The yield is 1.00. (5) The reactants are [F:1][C:2]1[CH:7]=[C:6]([O:8][CH3:9])[CH:5]=[C:4]([O:10]C)[CH:3]=1.B(Br)(Br)Br. The catalyst is C(Cl)Cl. The product is [F:1][C:2]1[CH:3]=[C:4]([OH:10])[CH:5]=[C:6]([O:8][CH3:9])[CH:7]=1. The yield is 0.670. (6) The reactants are Br[C:2]1[CH:3]=[N:4][C:5](Cl)=[C:6]([CH:9]=1)[C:7]#[N:8].Br[C:12]1[CH:17]=[CH:16][C:15]([N:18]2[C:22](=[O:23])[N:21]([CH2:24][CH2:25][CH3:26])[N:20]=[CH:19]2)=[C:14]([F:27])[CH:13]=1.[CH3:28][C@@H:29]1[N:34](C2N=CC(B3OC(C)(C)C(C)(C)O3)=CN=2)[CH2:33][CH2:32][N:31]([C:50]([O:52][C:53]([CH3:56])([CH3:55])[CH3:54])=[O:51])[CH2:30]1.BrC1C=CC(N2C(=O)N(C)N=C2)=C(F)C=1. No catalyst specified. The product is [C:7]([C:6]1[C:5]([N:34]2[CH2:33][CH2:32][N:31]([C:50]([O:52][C:53]([CH3:56])([CH3:55])[CH3:54])=[O:51])[CH2:30][C@@H:29]2[CH3:28])=[N:4][CH:3]=[C:2]([C:12]2[CH:17]=[CH:16][C:15]([N:18]3[C:22](=[O:23])[N:21]([CH2:24][CH2:25][CH3:26])[N:20]=[CH:19]3)=[C:14]([F:27])[CH:13]=2)[CH:9]=1)#[N:8]. The yield is 0.421. (7) The reactants are [CH2:1]([O:8][C:9]([NH:11][C@@H:12]([CH2:20][C:21]1[CH:26]=[CH:25][C:24]([C:27]2[N:32]=[CH:31][C:30](Br)=[CH:29][N:28]=2)=[CH:23][CH:22]=1)[C:13]([O:15][C:16]([CH3:19])([CH3:18])[CH3:17])=[O:14])=[O:10])[C:2]1[CH:7]=[CH:6][CH:5]=[CH:4][CH:3]=1.[CH2:34]([O:41][C:42]1[CH:47]=[CH:46][C:45](B(O)O)=[CH:44][CH:43]=1)[CH2:35][CH2:36][CH2:37][CH2:38][CH2:39][CH3:40].C(=O)(O)[O-].[Na+].N#N. The catalyst is C(#N)C.C1COCC1.CC(=O)OCC.O.C1C=CC(P(C2C=CC=CC=2)[C-]2C=CC=C2)=CC=1.C1C=CC(P(C2C=CC=CC=2)[C-]2C=CC=C2)=CC=1.Cl[Pd]Cl.[Fe+2]. The product is [CH2:1]([O:8][C:9]([NH:11][C@@H:12]([CH2:20][C:21]1[CH:26]=[CH:25][C:24]([C:27]2[N:32]=[CH:31][C:30]([C:45]3[CH:46]=[CH:47][C:42]([O:41][CH2:34][CH2:35][CH2:36][CH2:37][CH2:38][CH2:39][CH3:40])=[CH:43][CH:44]=3)=[CH:29][N:28]=2)=[CH:23][CH:22]=1)[C:13]([O:15][C:16]([CH3:19])([CH3:18])[CH3:17])=[O:14])=[O:10])[C:2]1[CH:7]=[CH:6][CH:5]=[CH:4][CH:3]=1. The yield is 0.620. (8) The reactants are [Br:1][C:2]1[CH:7]=[C:6]([CH2:8]Br)[CH:5]=[CH:4][C:3]=1[O:10][CH3:11].CC1(C)C(C)(C)OB([C:20]2[CH:25]=[CH:24][C:23]([NH:26][C:27]([NH2:29])=[O:28])=[CH:22][CH:21]=2)O1.P([O-])([O-])([O-])=O.[K+].[K+].[K+].C(COC)OC. The catalyst is [Pd].C1(P(C2C=CC=CC=2)C2C=CC=CC=2)C=CC=CC=1.C1(P(C2C=CC=CC=2)C2C=CC=CC=2)C=CC=CC=1.C1(P(C2C=CC=CC=2)C2C=CC=CC=2)C=CC=CC=1.C1(P(C2C=CC=CC=2)C2C=CC=CC=2)C=CC=CC=1.O.C(O)C. The product is [Br:1][C:2]1[CH:7]=[C:6]([CH:5]=[CH:4][C:3]=1[O:10][CH3:11])[CH2:8][C:20]1[CH:25]=[CH:24][C:23]([NH:26][C:27]([NH2:29])=[O:28])=[CH:22][CH:21]=1. The yield is 0.340. (9) The reactants are [F:1][C:2]1[N:7]2[CH:8]=[C:9]([CH2:11][N:12]([CH3:23])[C@@H:13]3[C:22]4[N:21]=[CH:20][CH:19]=[CH:18][C:17]=4[CH2:16][CH2:15][CH2:14]3)[N:10]=[C:6]2[CH:5]=[CH:4][CH:3]=1.F[C:25]1N2C=C(CN[C@@H]3C4N=CC=CC=4CCC3)N=C2C=C[CH:26]=1.C(=O)CC. No catalyst specified. The product is [F:1][C:2]1[N:7]2[CH:8]=[C:9]([CH2:11][N:12]([CH2:23][CH2:25][CH3:26])[C@@H:13]3[C:22]4[N:21]=[CH:20][CH:19]=[CH:18][C:17]=4[CH2:16][CH2:15][CH2:14]3)[N:10]=[C:6]2[CH:5]=[CH:4][CH:3]=1. The yield is 0.780. (10) The reactants are Br[C:2]1[CH:3]=[C:4]([C:14]([NH:16][CH2:17][C:18]2[C:19](=[O:26])[NH:20][C:21]([CH3:25])=[CH:22][C:23]=2[CH3:24])=[O:15])[C:5]2[CH:10]=[N:9][N:8]([CH:11]([CH3:13])[CH3:12])[C:6]=2[N:7]=1.[CH3:27][N:28]([CH3:50])[CH2:29][CH2:30][CH2:31][NH:32][C:33](=[O:49])[C:34]1[CH:39]=[CH:38][CH:37]=[C:36](B2OC(C)(C)C(C)(C)O2)[CH:35]=1.C([O-])([O-])=O.[Na+].[Na+].CCOC(C)=O. The product is [CH3:24][C:23]1[CH:22]=[C:21]([CH3:25])[NH:20][C:19](=[O:26])[C:18]=1[CH2:17][NH:16][C:14]([C:4]1[C:5]2[CH:10]=[N:9][N:8]([CH:11]([CH3:13])[CH3:12])[C:6]=2[N:7]=[C:2]([C:36]2[CH:37]=[CH:38][CH:39]=[C:34]([C:33](=[O:49])[NH:32][CH2:31][CH2:30][CH2:29][N:28]([CH3:50])[CH3:27])[CH:35]=2)[CH:3]=1)=[O:15]. The yield is 0.0900. The catalyst is O1CCOCC1.O.C1C=CC([P]([Pd]([P](C2C=CC=CC=2)(C2C=CC=CC=2)C2C=CC=CC=2)([P](C2C=CC=CC=2)(C2C=CC=CC=2)C2C=CC=CC=2)[P](C2C=CC=CC=2)(C2C=CC=CC=2)C2C=CC=CC=2)(C2C=CC=CC=2)C2C=CC=CC=2)=CC=1.